Binary Classification. Given a drug SMILES string, predict its activity (active/inactive) in a high-throughput screening assay against a specified biological target. From a dataset of HIV replication inhibition screening data with 41,000+ compounds from the AIDS Antiviral Screen. (1) The compound is C=CC1C(OC2OC(CO)C(O)C(O)C2O)OC=C(C(=O)OC)C1CC1c2cc(O)c(O)cc2CCN1C(C)=O. The result is 0 (inactive). (2) The drug is NC(Cc1cc(O)c(O)c(S(=O)(=O)c2ccccc2)c1)C(=O)O. The result is 0 (inactive).